The task is: Predict the product of the given reaction.. This data is from Forward reaction prediction with 1.9M reactions from USPTO patents (1976-2016). (1) The product is: [Cl:1][C:2]1[C:3]([NH:21][C@@H:22]2[CH2:27][CH2:26][CH2:25][CH2:24][C@H:23]2[NH:28][S:29]([CH3:32])(=[O:30])=[O:31])=[N:4][C:5]([NH:8][C:9]2[CH:10]=[CH:11][C:12]3[CH2:18][N:17]([CH2:38][CH2:37][O:36][C:33](=[O:35])[CH3:34])[CH2:16][CH2:15][N:14]([CH3:19])[C:13]=3[CH:20]=2)=[N:6][CH:7]=1. Given the reactants [Cl:1][C:2]1[C:3]([NH:21][C@@H:22]2[CH2:27][CH2:26][CH2:25][CH2:24][C@H:23]2[NH:28][S:29]([CH3:32])(=[O:31])=[O:30])=[N:4][C:5]([NH:8][C:9]2[CH:10]=[CH:11][C:12]3[CH2:18][NH:17][CH2:16][CH2:15][N:14]([CH3:19])[C:13]=3[CH:20]=2)=[N:6][CH:7]=1.[C:33]([O:36][CH2:37][CH2:38]Br)(=[O:35])[CH3:34].C(N(CC)CC)C.CN(C=O)C, predict the reaction product. (2) Given the reactants [CH3:1][C:2]1[C:7]([CH3:8])=[CH:6][CH:5]=[CH:4][C:3]=1[C:9]#[CH:10].[Br:11][C:12]1[CH:19]=[CH:18][C:15]([CH2:16][SH:17])=[CH:14][CH:13]=1.[Na], predict the reaction product. The product is: [CH3:1][C:2]1[C:7]([CH3:8])=[CH:6][CH:5]=[CH:4][C:3]=1/[CH:9]=[CH:10]\[CH:16]([S:17][CH:16](/[CH:10]=[CH:9]\[C:3]1[CH:4]=[CH:5][CH:6]=[C:7]([CH3:8])[C:2]=1[CH3:1])[C:15]1[CH:18]=[CH:19][C:12]([Br:11])=[CH:13][CH:14]=1)[C:15]1[CH:18]=[CH:19][C:12]([Br:11])=[CH:13][CH:14]=1. (3) Given the reactants Br[C:2]1[CH:7]=[C:6]([Cl:8])[CH:5]=[C:4]([O:9][CH3:10])[C:3]=1[Cl:11].[B:12]1([B:12]2[O:16][C:15]([CH3:18])([CH3:17])[C:14]([CH3:20])([CH3:19])[O:13]2)[O:16][C:15]([CH3:18])([CH3:17])[C:14]([CH3:20])([CH3:19])[O:13]1.C([O-])(=O)C.[K+], predict the reaction product. The product is: [Cl:11][C:3]1[C:4]([O:9][CH3:10])=[CH:5][C:6]([Cl:8])=[CH:7][C:2]=1[B:12]1[O:16][C:15]([CH3:18])([CH3:17])[C:14]([CH3:20])([CH3:19])[O:13]1. (4) Given the reactants [CH3:1][O:2][C:3](=[O:12])[CH2:4][C:5]1[CH:10]=[CH:9][CH:8]=[CH:7][C:6]=1[OH:11].C(NC(C)C)(C)C.C1C(=O)N([Br:27])C(=O)C1.Cl, predict the reaction product. The product is: [CH3:1][O:2][C:3](=[O:12])[CH2:4][C:5]1[CH:10]=[CH:9][CH:8]=[C:7]([Br:27])[C:6]=1[OH:11].